Dataset: Reaction yield outcomes from USPTO patents with 853,638 reactions. Task: Predict the reaction yield, written as a fraction of the theoretical maximum amount of product (1.0 means a 100% yield; for example, 0.34 means a 34% yield). (1) The reactants are [CH3:1][C:2]1[O:6][N:5]=[C:4]([C:7]2[CH:12]=[CH:11][CH:10]=[CH:9][CH:8]=2)[C:3]=1[CH2:13][O:14][C:15]1[CH:23]=[CH:22][C:18]([C:19]([OH:21])=O)=[CH:17][N:16]=1.[CH:24]1([NH2:30])[CH2:29][CH2:28][CH2:27][CH2:26][CH2:25]1. No catalyst specified. The product is [CH:24]1([NH:30][C:19](=[O:21])[C:18]2[CH:22]=[CH:23][C:15]([O:14][CH2:13][C:3]3[C:4]([C:7]4[CH:8]=[CH:9][CH:10]=[CH:11][CH:12]=4)=[N:5][O:6][C:2]=3[CH3:1])=[N:16][CH:17]=2)[CH2:29][CH2:28][CH2:27][CH2:26][CH2:25]1. The yield is 1.00. (2) The reactants are [OH:1][C:2]([C:4]([F:7])([F:6])[F:5])=[O:3].[Cl:8][C:9]1[C:14]([C:15]#[N:16])=[C:13]([C:17]2[CH:22]=[CH:21][C:20]([O:23][C:24]3[CH:29]=[CH:28][CH:27]=[CH:26][CH:25]=3)=[CH:19][CH:18]=2)[N:12]=[C:11](NN)[C:10]=1[C:32]1[CH:37]=[CH:36][CH:35]=[CH:34][CH:33]=1. The catalyst is S([O-])([O-])(=O)=O.[Cu+2].C(O)CC. The product is [OH:3][C:2]([C:4]([F:7])([F:6])[F:5])=[O:1].[Cl:8][C:9]1[C:14]([C:15]#[N:16])=[C:13]([C:17]2[CH:18]=[CH:19][C:20]([O:23][C:24]3[CH:29]=[CH:28][CH:27]=[CH:26][CH:25]=3)=[CH:21][CH:22]=2)[N:12]=[CH:11][C:10]=1[C:32]1[CH:33]=[CH:34][CH:35]=[CH:36][CH:37]=1. The yield is 0.260.